Dataset: Catalyst prediction with 721,799 reactions and 888 catalyst types from USPTO. Task: Predict which catalyst facilitates the given reaction. (1) Reactant: CN(C(ON1N=NC2C=CC=CC1=2)=[N+](C)C)C.F[P-](F)(F)(F)(F)F.[ClH:25].Cl.[CH3:27][C@H:28]1[C:36]2[C:35]([N:37]3[CH2:42][CH2:41][NH:40][CH2:39][CH2:38]3)=[N:34][CH:33]=[N:32][C:31]=2[C@H:30]([OH:43])[CH2:29]1.C(OC([NH:51][C:52]([CH3:66])([CH3:65])[CH2:53][CH:54]([C:58]1[CH:63]=[CH:62][C:61]([Cl:64])=[CH:60][CH:59]=1)[C:55](O)=[O:56])=O)(C)(C)C.Cl. Product: [NH2:51][C:52]([CH3:66])([CH3:65])[CH2:53][CH:54]([C:58]1[CH:59]=[CH:60][C:61]([Cl:64])=[CH:62][CH:63]=1)[C:55]([N:40]1[CH2:39][CH2:38][N:37]([C:35]2[C:36]3[C@H:28]([CH3:27])[CH2:29][C@@H:30]([OH:43])[C:31]=3[N:32]=[CH:33][N:34]=2)[CH2:42][CH2:41]1)=[O:56].[ClH:25]. The catalyst class is: 2. (2) Reactant: S(=O)(=O)(O)O.[NH2:6][C@H:7]([CH2:15]O)[CH2:8][C:9]1[CH:14]=[CH:13][CH:12]=[CH:11][CH:10]=1. Product: [CH2:8]([C@H:7]1[CH2:15][NH:6]1)[C:9]1[CH:14]=[CH:13][CH:12]=[CH:11][CH:10]=1. The catalyst class is: 6. (3) Reactant: [F:1][C:2]1[C:10]2[C:5](=[CH:6][CH:7]=[C:8]([C:11]3[CH:12]=[C:13]([NH:17][C@H:18]([C:26]4[CH:31]=[CH:30][CH:29]=[CH:28][CH:27]=4)[CH2:19][NH:20][C:21](=O)[CH2:22][O:23][CH3:24])[CH:14]=[N:15][CH:16]=3)[CH:9]=2)[NH:4][N:3]=1. Product: [F:1][C:2]1[C:10]2[C:5](=[CH:6][CH:7]=[C:8]([C:11]3[CH:12]=[C:13]([NH:17][C@H:18]([C:26]4[CH:31]=[CH:30][CH:29]=[CH:28][CH:27]=4)[CH2:19][NH:20][CH2:21][CH2:22][O:23][CH3:24])[CH:14]=[N:15][CH:16]=3)[CH:9]=2)[NH:4][N:3]=1. The catalyst class is: 1. (4) Reactant: [CH:1]([O:4][C:5]1[C:14]([CH3:15])=[CH:13][CH:12]=[C:11]2[C:6]=1[CH2:7][C@@H:8]([CH:20]1[CH2:25][CH2:24][NH:23][CH2:22][CH2:21]1)[O:9][C@H:10]2[CH2:16][NH:17][CH:18]=[O:19])([CH3:3])[CH3:2].[F:26][C:27]1[CH:34]=[CH:33][C:30]([CH:31]=O)=[CH:29][CH:28]=1.C(O[BH-](OC(=O)C)OC(=O)C)(=O)C.[Na+]. Product: [F:26][C:27]1[CH:34]=[CH:33][C:30]([CH2:31][N:23]2[CH2:22][CH2:21][CH:20]([CH:8]3[CH2:7][C:6]4[C:11](=[CH:12][CH:13]=[C:14]([CH3:15])[C:5]=4[O:4][CH:1]([CH3:3])[CH3:2])[CH:10]([CH2:16][NH:17][CH:18]=[O:19])[O:9]3)[CH2:25][CH2:24]2)=[CH:29][CH:28]=1. The catalyst class is: 4. (5) Reactant: [CH2:1]([O:3][C:4]([C:6]1[C:10]([CH2:11]Br)=[C:9]([Br:13])[N:8]([C:14]2[CH:19]=[CH:18][CH:17]=[CH:16][CH:15]=2)[N:7]=1)=[O:5])[CH3:2].[SH:20][C:21]1[NH:22][CH:23]=[CH:24][N:25]=1.C([O-])([O-])=O.[K+].[K+]. Product: [CH2:1]([O:3][C:4]([C:6]1[C:10]([CH2:11][S:20][C:21]2[NH:22][CH:23]=[CH:24][N:25]=2)=[C:9]([Br:13])[N:8]([C:14]2[CH:19]=[CH:18][CH:17]=[CH:16][CH:15]=2)[N:7]=1)=[O:5])[CH3:2]. The catalyst class is: 291. (6) Reactant: C[O:2][C:3](=[O:38])[C:4]1[CH:37]=[CH:36][C:7]([C:8]([NH:10][C:11]2[C:16]([CH3:17])=[CH:15][C:14]([O:18][CH2:19][C:20]3[C:21]([C:28]4[C:33]([Cl:34])=[CH:32][CH:31]=[CH:30][C:29]=4[Cl:35])=[N:22][O:23][C:24]=3[CH:25]([CH3:27])[CH3:26])=[CH:13][N:12]=2)=[O:9])=[CH:6][CH:5]=1.O[Li].O.C(O)(=O)C. Product: [Cl:34][C:33]1[CH:32]=[CH:31][CH:30]=[C:29]([Cl:35])[C:28]=1[C:21]1[C:20]([CH2:19][O:18][C:14]2[CH:15]=[C:16]([CH3:17])[C:11]([NH:10][C:8](=[O:9])[C:7]3[CH:6]=[CH:5][C:4]([C:3]([OH:38])=[O:2])=[CH:37][CH:36]=3)=[N:12][CH:13]=2)=[C:24]([CH:25]([CH3:27])[CH3:26])[O:23][N:22]=1. The catalyst class is: 38. (7) Reactant: [N:1]1[CH:6]=[CH:5][CH:4]=[CH:3][C:2]=1[CH2:7][NH2:8].C(N(CC)CC)C.[F:16][C:17]1[CH:22]=[C:21]([S:23][C:24]([F:27])([F:26])[F:25])[CH:20]=[CH:19][C:18]=1[N:28]([CH3:32])[C:29](Cl)=[O:30]. Product: [F:16][C:17]1[CH:22]=[C:21]([S:23][C:24]([F:27])([F:26])[F:25])[CH:20]=[CH:19][C:18]=1[N:28]([CH3:32])[C:29]([NH:8][CH2:7][C:2]1[CH:3]=[CH:4][CH:5]=[CH:6][N:1]=1)=[O:30]. The catalyst class is: 282. (8) Reactant: CO[C:3]([C:5]1[C:14]([OH:15])=[C:13]2[C:8]([CH:9]=[CH:10][C:11](=[O:23])[N:12]2[CH2:16][C:17]2[CH:22]=[CH:21][CH:20]=[CH:19][CH:18]=2)=[C:7]([C:24]#[N:25])[N:6]=1)=[O:4].[CH3:26][NH2:27]. Product: [CH3:26][NH:27][C:3]([C:5]1[C:14]([OH:15])=[C:13]2[C:8]([CH:9]=[CH:10][C:11](=[O:23])[N:12]2[CH2:16][C:17]2[CH:18]=[CH:19][CH:20]=[CH:21][CH:22]=2)=[C:7]([C:24]#[N:25])[N:6]=1)=[O:4]. The catalyst class is: 14. (9) Reactant: O1[CH:5]=[CH:4][CH:3]=[C:2]1[C:6]1[NH:10][C:9]2[CH:11]=[CH:12][C:13](/[N:15]=C/C3C=CC=C(C)C=3)=[CH:14][C:8]=2[N:7]=1.ClC1C=C(C=CC=1)/C=[N:29]/C1C=CC2NC(C3OC=CC=3)=NC=2C=1.FC1C=C(C=CC=1)/C=N/C1C=CC2NC(C3OC=CC=3)=NC=2C=1. Product: [NH:29]1[CH:5]=[CH:4][CH:3]=[C:2]1[C:6]1[NH:10][C:9]2[CH:11]=[CH:12][C:13]([NH2:15])=[CH:14][C:8]=2[N:7]=1. The catalyst class is: 5. (10) Reactant: [C:1]([C:3]1[CH:4]=[C:5]2[C:10](=[CH:11][C:12]=1F)[O:9][CH2:8][CH2:7][CH:6]2[C:14]([OH:16])=[O:15])#[N:2].C([O-])([O-])=O.[K+].[K+].[Cl:23][C:24]1[CH:41]=[C:40]([Cl:42])[CH:39]=[CH:38][C:25]=1[CH2:26][CH2:27][NH:28][C:29](=[O:37])[C:30]1[CH:35]=[CH:34][C:33]([OH:36])=[CH:32][CH:31]=1. Product: [Cl:23][C:24]1[CH:41]=[C:40]([Cl:42])[CH:39]=[CH:38][C:25]=1[CH2:26][CH2:27][NH:28][C:29]([C:30]1[CH:35]=[CH:34][C:33]([O:36][C:12]2[CH:11]=[C:10]3[C:5]([CH:6]([C:14]([OH:16])=[O:15])[CH2:7][CH2:8][O:9]3)=[CH:4][C:3]=2[C:1]#[N:2])=[CH:32][CH:31]=1)=[O:37]. The catalyst class is: 60.